Task: Predict the reaction yield, written as a fraction of the theoretical maximum amount of product (1.0 means a 100% yield; for example, 0.34 means a 34% yield).. Dataset: Reaction yield outcomes from USPTO patents with 853,638 reactions (1) The reactants are C[O:2][C:3](=[O:32])[CH2:4][C:5]1[C:14]([CH3:15])=[C:13]([C:16]2[CH:21]=[CH:20][C:19]([NH:22][C:23](=[O:30])[C:24]3[CH:29]=[CH:28][CH:27]=[CH:26][CH:25]=3)=[CH:18][CH:17]=2)[C:12]2[C:7](=[CH:8][CH:9]=[C:10]([Cl:31])[CH:11]=2)[CH:6]=1.[OH-].[Na+]. The catalyst is C(O)C.C1COCC1. The product is [C:23]([NH:22][C:19]1[CH:18]=[CH:17][C:16]([C:13]2[C:12]3[C:7](=[CH:8][CH:9]=[C:10]([Cl:31])[CH:11]=3)[CH:6]=[C:5]([CH2:4][C:3]([OH:32])=[O:2])[C:14]=2[CH3:15])=[CH:21][CH:20]=1)(=[O:30])[C:24]1[CH:29]=[CH:28][CH:27]=[CH:26][CH:25]=1. The yield is 0.913. (2) The reactants are [CH2:1]([Mg]Br)[CH2:2][CH3:3].[Cl:6][C:7]1[CH:8]=[CH:9][C:10]([CH:28]=[O:29])=[C:11]2[C:15]=1[N:14]=[C:13]1[N:16]([C:20]3[CH:25]=[CH:24][C:23]([Cl:26])=[CH:22][C:21]=3[Cl:27])[CH2:17][CH2:18][CH2:19][N:12]21. The product is [Cl:6][C:7]1[C:15]2[N:14]=[C:13]3[N:16]([C:20]4[CH:25]=[CH:24][C:23]([Cl:26])=[CH:22][C:21]=4[Cl:27])[CH2:17][CH2:18][CH2:19][N:12]3[C:11]=2[C:10]([CH:28]([OH:29])[CH2:1][CH2:2][CH3:3])=[CH:9][CH:8]=1. The catalyst is O1CCCC1. The yield is 0.780. (3) The reactants are [N+]([O-])(O)=O.S(=O)(=O)(O)O.[CH3:10][C:11]12[CH2:20][CH:15]3[CH2:16][CH:17]([CH2:19][C:13]([CH3:21])([CH2:14]3)[CH2:12]1)[CH2:18]2.[CH:22]([NH2:24])=[O:23]. The catalyst is O.ClCCl. The product is [CH:22]([NH:24][C:15]12[CH2:20][C:11]3([CH3:10])[CH2:18][CH:17]([CH2:19][C:13]([CH3:21])([CH2:12]3)[CH2:14]1)[CH2:16]2)=[O:23]. The yield is 0.893. (4) The reactants are [Cl:1][C:2]1[C:7]([CH:8]=O)=[C:6](Cl)[N:5]=[C:4]([CH3:11])[N:3]=1.[NH2:12][NH2:13]. No catalyst specified. The product is [Cl:1][C:2]1[N:3]=[C:4]([CH3:11])[N:5]=[C:6]2[NH:12][N:13]=[CH:8][C:7]=12. The yield is 0.0586. (5) The reactants are [Cl:1][C:2]1[CH:7]=[C:6]([Cl:8])[CH:5]=[CH:4][C:3]=1B(O)O.[C:12](=[O:15])([O-])[O-].[Na+].[Na+].CO[CH2:20][CH2:21][O:22]C. The catalyst is C1C=CC(P(C2C=CC=CC=2)[C-]2C=CC=C2)=CC=1.C1C=CC(P(C2C=CC=CC=2)[C-]2C=CC=C2)=CC=1.Cl[Pd]Cl.[Fe+2]. The product is [Cl:1][C:2]1[CH:7]=[C:6]([Cl:8])[CH:5]=[CH:4][C:3]=1[C:2]1[CH:3]=[CH:4][C:21]([OH:22])=[C:20]([CH:12]=[O:15])[CH:7]=1. The yield is 0.820. (6) The reactants are C1(N2CC[O:9]CC2)CCCC=1.[Cl:12][C:13]1[CH:20]=[CH:19][C:16]([CH:17]=O)=[CH:15][CH:14]=1.Cl.[CH:22]1[CH:27]=[CH:26][CH:25]=[CH:24]C=1. No catalyst specified. The product is [Cl:12][C:13]1[CH:20]=[CH:19][C:16]([CH:17]=[C:24]2[CH2:25][CH2:26][CH2:27][C:22]2=[O:9])=[CH:15][CH:14]=1. The yield is 0.663.